This data is from NCI-60 drug combinations with 297,098 pairs across 59 cell lines. The task is: Regression. Given two drug SMILES strings and cell line genomic features, predict the synergy score measuring deviation from expected non-interaction effect. (1) Drug 1: CN(C)N=NC1=C(NC=N1)C(=O)N. Drug 2: CC1C(C(CC(O1)OC2CC(CC3=C2C(=C4C(=C3O)C(=O)C5=CC=CC=C5C4=O)O)(C(=O)C)O)N)O. Cell line: NCI-H322M. Synergy scores: CSS=40.9, Synergy_ZIP=-4.01, Synergy_Bliss=-0.731, Synergy_Loewe=-19.5, Synergy_HSA=-1.86. (2) Synergy scores: CSS=61.7, Synergy_ZIP=1.58, Synergy_Bliss=2.29, Synergy_Loewe=4.54, Synergy_HSA=4.87. Drug 2: CCC1(CC2CC(C3=C(CCN(C2)C1)C4=CC=CC=C4N3)(C5=C(C=C6C(=C5)C78CCN9C7C(C=CC9)(C(C(C8N6C=O)(C(=O)OC)O)OC(=O)C)CC)OC)C(=O)OC)O.OS(=O)(=O)O. Drug 1: CCC1=CC2CC(C3=C(CN(C2)C1)C4=CC=CC=C4N3)(C5=C(C=C6C(=C5)C78CCN9C7C(C=CC9)(C(C(C8N6C)(C(=O)OC)O)OC(=O)C)CC)OC)C(=O)OC.C(C(C(=O)O)O)(C(=O)O)O. Cell line: MCF7.